From a dataset of Forward reaction prediction with 1.9M reactions from USPTO patents (1976-2016). Predict the product of the given reaction. (1) Given the reactants [CH3:1][S:2](Cl)(=[O:4])=[O:3].[CH2:6]([NH2:12])[C:7]1[O:11][CH:10]=[CH:9][CH:8]=1.C(N(CC)CC)C, predict the reaction product. The product is: [O:11]1[CH:10]=[CH:9][CH:8]=[C:7]1[CH2:6][NH:12][S:2]([CH3:1])(=[O:4])=[O:3]. (2) Given the reactants [CH3:1][C:2]1[CH:7]=[CH:6][C:5]([CH3:8])=[CH:4][C:3]=1[OH:9].[O-]CC.[Na+].Br[CH2:15][CH2:16][CH2:17][C:18]([O:20]CC)=[O:19].[OH-].[Na+], predict the reaction product. The product is: [CH3:1][C:2]1[CH:7]=[CH:6][C:5]([CH3:8])=[CH:4][C:3]=1[O:9][CH2:15][CH2:16][CH2:17][C:18]([OH:20])=[O:19]. (3) Given the reactants [C:1]([C:3]1[C:4]([N:17]2[CH2:20][CH:19]([C:21](O)=[O:22])[CH2:18]2)=[N:5][C:6]([CH:14]([F:16])[F:15])=[C:7]([C:9]([O:11][CH2:12][CH3:13])=[O:10])[CH:8]=1)#[N:2].[F:24][C:25]([F:38])([F:37])[O:26][C:27]1[CH:32]=[CH:31][CH:30]=[CH:29][C:28]=1[S:33]([NH2:36])(=[O:35])=[O:34], predict the reaction product. The product is: [C:1]([C:3]1[C:4]([N:17]2[CH2:18][CH:19]([C:21]([NH:36][S:33]([C:28]3[CH:29]=[CH:30][CH:31]=[CH:32][C:27]=3[O:26][C:25]([F:24])([F:38])[F:37])(=[O:34])=[O:35])=[O:22])[CH2:20]2)=[N:5][C:6]([CH:14]([F:15])[F:16])=[C:7]([CH:8]=1)[C:9]([O:11][CH2:12][CH3:13])=[O:10])#[N:2]. (4) Given the reactants [Br:1][C:2]1[CH:3]=[C:4]2[C:8](=[C:9]([N+:11]([O-:13])=[O:12])[CH:10]=1)[NH:7][CH:6]=[CH:5]2.CN(C)C=O.[Cl:19]N1C(=O)CCC1=O.S([O-])([O-])(=O)=S.[Na+].[Na+], predict the reaction product. The product is: [Br:1][C:2]1[CH:3]=[C:4]2[C:8](=[C:9]([N+:11]([O-:13])=[O:12])[CH:10]=1)[NH:7][CH:6]=[C:5]2[Cl:19]. (5) Given the reactants C[N:2]([CH:4]=O)[CH3:3].[CH3:6][O:7][C:8](=[O:27])[C:9]1C=[CH:13][CH:12]=[C:11]([C:15]([F:18])([F:17])[F:16])[C:10]=1NC(OC(C)(C)C)=O.BrC[CH2:30][CH2:31][C:32]([O:34][CH3:35])=[O:33].[C:36](=[O:39])([O-:38])[O-].[Cs+].[Cs+].[C:42](OCC)(=O)[CH3:42].[CH3:51][CH2:52][CH2:53][CH2:51][CH2:52][CH3:53], predict the reaction product. The product is: [CH3:6][O:7][C:8](=[O:27])[C:9]1[CH:10]=[C:11]([C:15]([F:16])([F:17])[F:18])[CH:12]=[CH:13][C:3]=1[N:2]([C:36]([O:38][C:52]([CH3:51])([CH3:53])[CH3:42])=[O:39])[CH2:4][CH2:30][CH2:31][C:32]([O:34][CH3:35])=[O:33]. (6) Given the reactants Br[C:2]1[CH:10]=[CH:9][C:5]2=[N:6][S:7][N:8]=[C:4]2[CH:3]=1.[N:11]1[CH:16]=[CH:15][CH:14]=[CH:13][C:12]=1[C:17]1[C:18](B(O)O)=[C:19]2[CH2:24][CH2:23][CH2:22][N:20]2[N:21]=1, predict the reaction product. The product is: [N:11]1[CH:16]=[CH:15][CH:14]=[CH:13][C:12]=1[C:17]1[C:18]([C:2]2[CH:10]=[CH:9][C:5]3=[N:6][S:7][N:8]=[C:4]3[CH:3]=2)=[C:19]2[CH2:24][CH2:23][CH2:22][N:20]2[N:21]=1. (7) Given the reactants [F:1][CH:2]([F:23])[C:3]1[CH:4]=[N:5][CH:6]=[C:7]([N:16]2C(C)=CC=C2C)[C:8]=1[N:9]1[CH2:14][CH2:13][N:12]([CH3:15])[CH2:11][CH2:10]1.NO.C(N(CC)CC)C.C(O)C, predict the reaction product. The product is: [F:23][CH:2]([F:1])[C:3]1[C:8]([N:9]2[CH2:14][CH2:13][N:12]([CH3:15])[CH2:11][CH2:10]2)=[C:7]([NH2:16])[CH:6]=[N:5][CH:4]=1. (8) The product is: [NH:18]1[C:19]2[C:24](=[CH:23][CH:22]=[CH:21][CH:20]=2)[C:16]([CH2:15][CH2:14][N:13]2[C:27](=[O:28])[C:26]([OH:25])=[C:32]([C:33](=[O:41])[C:34]3[CH:39]=[CH:38][CH:37]=[C:36]([CH3:40])[CH:35]=3)[CH:1]2[C:3]2[CH:12]=[CH:11][C:6]([C:7]([O:9][CH3:10])=[O:8])=[CH:5][CH:4]=2)=[CH:17]1. Given the reactants [CH:1]([C:3]1[CH:12]=[CH:11][C:6]([C:7]([O:9][CH3:10])=[O:8])=[CH:5][CH:4]=1)=O.[NH2:13][CH2:14][CH2:15][C:16]1[C:24]2[C:19](=[CH:20][CH:21]=[CH:22][CH:23]=2)[NH:18][CH:17]=1.[OH:25]/[C:26](=[CH:32]\[C:33](=[O:41])[C:34]1[CH:35]=[C:36]([CH3:40])[CH:37]=[CH:38][CH:39]=1)/[C:27](OCC)=[O:28], predict the reaction product. (9) Given the reactants C(Cl)(=O)C([Cl:4])=O.[CH3:7][C:8]([CH3:15])([CH2:12][CH:13]=[CH2:14])[C:9](O)=[O:10], predict the reaction product. The product is: [CH3:7][C:8]([CH3:15])([CH2:12][CH:13]=[CH2:14])[C:9]([Cl:4])=[O:10]. (10) The product is: [CH2:16]([O:15][C:10]1[CH:9]=[CH:8][C:7]([C:5]#[N:6])=[CH:12][C:11]=1[C:13]#[N:14])[CH:17]([CH3:19])[CH3:18]. Given the reactants CC1[N:6]=[C:5]([C:7]2[CH:8]=[CH:9][C:10]([O:15][CH2:16][CH:17]([CH3:19])[CH3:18])=[C:11]([C:13]#[N:14])[CH:12]=2)SC=1C(O)=O.[N+](C1C=CC(C#N)=CC=1)([O-])=O.[C-]#N.[K+].C(Br)C(C)C.C([O-])([O-])=O.[K+].[K+], predict the reaction product.